From a dataset of Full USPTO retrosynthesis dataset with 1.9M reactions from patents (1976-2016). Predict the reactants needed to synthesize the given product. (1) Given the product [Br:1][C:2]1[CH:3]=[CH:4][C:5]([O:10][CH2:11][CH2:12][O:27][C:23]2[CH:24]=[CH:25][CH:26]=[C:21]([Br:20])[CH:22]=2)=[C:6]([CH:9]=1)[CH:7]=[O:8], predict the reactants needed to synthesize it. The reactants are: [Br:1][C:2]1[CH:3]=[CH:4][C:5]([O:10][CH2:11][CH2:12]Br)=[C:6]([CH:9]=1)[CH:7]=[O:8].C([O-])([O-])=O.[K+].[K+].[Br:20][C:21]1[CH:22]=[C:23]([OH:27])[CH:24]=[CH:25][CH:26]=1. (2) Given the product [NH2:18][C@H:19]([CH2:20][C:21]1[CH:26]=[CH:25][CH:24]=[CH:23][CH:22]=1)[C:27]([NH:43][OH:42])=[O:29], predict the reactants needed to synthesize it. The reactants are: C1C2C(COC([NH:18][C@@H:19]([C:27]([OH:29])=O)[CH2:20][C:21]3[CH:26]=[CH:25][CH:24]=[CH:23][CH:22]=3)=O)C3C(=CC=CC=3)C=2C=CC=1.[B-](F)(F)(F)F.CN(C([O:42][N:43]1C(=O)C=CC=C1)=[N+](C)C)C.C(N(C(C)C)C(C)C)C.ClCCl.N1CCCCC1. (3) The reactants are: [CH3:1][C:2]1[S:6][C:5]([CH2:7][N:8]([C:16]2[C:17](=[O:35])[N:18]([CH3:34])[N:19]=[C:20]([O:22][CH2:23][C@H:24]3[CH2:26][C@@H:25]3[C:27]3[CH:32]=[CH:31][C:30]([CH3:33])=[CH:29][N:28]=3)[CH:21]=2)C(=O)OC(C)(C)C)=[N:4][N:3]=1. Given the product [CH3:34][N:18]1[C:17](=[O:35])[C:16]([NH:8][CH2:7][C:5]2[S:6][C:2]([CH3:1])=[N:3][N:4]=2)=[CH:21][C:20]([O:22][CH2:23][C@H:24]2[CH2:26][C@@H:25]2[C:27]2[CH:32]=[CH:31][C:30]([CH3:33])=[CH:29][N:28]=2)=[N:19]1, predict the reactants needed to synthesize it.